Dataset: Peptide-MHC class I binding affinity with 185,985 pairs from IEDB/IMGT. Task: Regression. Given a peptide amino acid sequence and an MHC pseudo amino acid sequence, predict their binding affinity value. This is MHC class I binding data. The peptide sequence is LVMAFIAFL. The MHC is HLA-A02:01 with pseudo-sequence HLA-A02:01. The binding affinity (normalized) is 0.659.